Dataset: Reaction yield outcomes from USPTO patents with 853,638 reactions. Task: Predict the reaction yield, written as a fraction of the theoretical maximum amount of product (1.0 means a 100% yield; for example, 0.34 means a 34% yield). (1) The reactants are [NH2:1][CH:2]1[CH2:7][CH2:6][N:5]([CH2:8][C@H:9]2[N:19]3[C:20]4[N:11]([C:12](=[O:22])[CH:13]=[CH:14][C:15]=4[N:16]=[CH:17][C:18]3=[O:21])[CH2:10]2)[CH2:4][CH2:3]1.[O:23]1[C:28]2[CH:29]=[CH:30][C:31]([CH:33]=O)=[CH:32][C:27]=2[O:26][CH2:25][CH2:24]1.C(O[BH-](OC(=O)C)OC(=O)C)(=O)C.[Na+].C([O-])(O)=O.[Na+].C(Cl)(Cl)[Cl:55]. The catalyst is CO. The product is [ClH:55].[O:23]1[C:28]2[CH:29]=[CH:30][C:31]([CH2:33][NH:1][CH:2]3[CH2:7][CH2:6][N:5]([CH2:8][C@H:9]4[N:19]5[C:20]6[N:11]([C:12](=[O:22])[CH:13]=[CH:14][C:15]=6[N:16]=[CH:17][C:18]5=[O:21])[CH2:10]4)[CH2:4][CH2:3]3)=[CH:32][C:27]=2[O:26][CH2:25][CH2:24]1. The yield is 0.584. (2) The reactants are [SH:1][C:2]1[S:3][C:4]2[CH2:13][C:12]3[C:11]([O:14][CH2:15][CH2:16][C:17]([O:19]CC)=[O:18])=[CH:10][CH:9]=[CH:8][C:7]=3[C:5]=2[N:6]=1.[C:22]1([CH:28]([C:32]2[CH:37]=[CH:36][CH:35]=[CH:34][CH:33]=2)[CH2:29][CH2:30]I)[CH:27]=[CH:26][CH:25]=[CH:24][CH:23]=1. No catalyst specified. The product is [C:22]1([CH:28]([C:32]2[CH:33]=[CH:34][CH:35]=[CH:36][CH:37]=2)[CH2:29][CH2:30][S:1][C:2]2[S:3][C:4]3[CH2:13][C:12]4[C:11]([O:14][CH2:15][CH2:16][C:17]([OH:19])=[O:18])=[CH:10][CH:9]=[CH:8][C:7]=4[C:5]=3[N:6]=2)[CH:27]=[CH:26][CH:25]=[CH:24][CH:23]=1. The yield is 0.490. (3) The reactants are [CH2:1]([N:3]1[CH:7]=[CH:6][N:5]=[CH:4]1)[CH3:2].[Cl:8][CH2:9][CH:10]([OH:13])[CH2:11][OH:12]. The catalyst is CO. The product is [Cl-:8].[OH:13][CH:10]([CH2:11][OH:12])[CH2:9][N+:5]1[CH:6]=[CH:7][N:3]([CH2:1][CH3:2])[CH:4]=1. The yield is 0.940. (4) The reactants are Cl.[NH2:2][C:3]1[C:4]([C:8]([O:10]CC)=O)=[CH:5][S:6][CH:7]=1.C(O)(=O)C.[CH:17](N)=[NH:18].C(O)C. No catalyst specified. The product is [N:2]1[C:3]2=[CH:7][S:6][CH:5]=[C:4]2[C:8]([OH:10])=[N:18][CH:17]=1. The yield is 0.700. (5) The reactants are [CH3:1][O:2][C:3]1[CH:4]=[C:5]([CH:7]=[CH:8][C:9]=1[O:10][CH3:11])[NH2:6].[Br:12][C:13]1[N:14]=[C:15](Br)[C:16]2[N:17]([CH:19]=[CH:20][N:21]=2)[CH:18]=1.C(N(CC)C(C)C)(C)C.CN([CH:35]=[O:36])C. No catalyst specified. The product is [Br:12][C:13]1[N:14]=[C:15]([NH:6][C:5]2[CH:7]=[C:8]([O:36][CH3:35])[C:9]([O:10][CH3:11])=[C:3]([O:2][CH3:1])[CH:4]=2)[C:16]2[N:17]([CH:19]=[CH:20][N:21]=2)[CH:18]=1. The yield is 0.740. (6) The yield is 0.910. The reactants are C[Al](C)C.[CH:5]1([NH2:8])[CH2:7][CH2:6]1.C[O:10][C:11](=O)[C:12]1[CH:17]=[CH:16][C:15]([O:18][CH2:19][C:20]2[C:21]([C:26]3[CH:31]=[CH:30][CH:29]=[C:28]([F:32])[CH:27]=3)=[N:22][O:23][C:24]=2[CH3:25])=[N:14][CH:13]=1.O. The product is [CH:5]1([NH:8][C:11](=[O:10])[C:12]2[CH:17]=[CH:16][C:15]([O:18][CH2:19][C:20]3[C:21]([C:26]4[CH:31]=[CH:30][CH:29]=[C:28]([F:32])[CH:27]=4)=[N:22][O:23][C:24]=3[CH3:25])=[N:14][CH:13]=2)[CH2:7][CH2:6]1. The catalyst is O1CCOCC1. (7) The reactants are Cl.[NH2:2][C:3]1([CH2:6][C:7]([OH:9])=[O:8])[CH2:5][CH2:4]1.[CH3:10][C:11]([O:14][C:15](O[C:15]([O:14][C:11]([CH3:13])([CH3:12])[CH3:10])=[O:16])=[O:16])([CH3:13])[CH3:12]. The catalyst is C(Cl)Cl.O1CCOCC1. The product is [C:11]([O:14][C:15]([NH:2][C:3]1([CH2:6][C:7]([OH:9])=[O:8])[CH2:5][CH2:4]1)=[O:16])([CH3:13])([CH3:12])[CH3:10]. The yield is 0.590. (8) The reactants are [C:1]1([CH:8]=[CH:7][CH:6]=[C:4]([OH:5])[CH:3]=1)[OH:2].Br[CH2:10][CH:11]1[CH2:13][CH2:12]1.C(=O)([O-])[O-].[K+].[K+]. The catalyst is CN(C=O)C. The product is [CH:11]1([CH2:10][O:2][C:1]2[CH:3]=[C:4]([OH:5])[CH:6]=[CH:7][CH:8]=2)[CH2:13][CH2:12]1. The yield is 0.700. (9) The reactants are [F:1][C:2]1[CH:3]=[C:4]2[C:9](=[C:10]([NH2:12])[CH:11]=1)[N:8]=[CH:7][CH:6]=[CH:5]2.[Cl:13][C:14]1[CH:19]=[CH:18][C:17]([S:20](Cl)(=[O:22])=[O:21])=[C:16]([F:24])[CH:15]=1. The catalyst is CN(C1C=CN=CC=1)C. The product is [Cl:13][C:14]1[CH:19]=[CH:18][C:17]([S:20]([NH:12][C:10]2[CH:11]=[C:2]([F:1])[CH:3]=[C:4]3[C:9]=2[N:8]=[CH:7][CH:6]=[CH:5]3)(=[O:21])=[O:22])=[C:16]([F:24])[CH:15]=1. The yield is 0.430. (10) The reactants are [NH2:1][C:2]1[C:10]([O:11]C)=[C:9]2[C:5]([CH2:6][CH2:7][CH:8]2[CH2:13][CH2:14][NH:15][C:16](=[O:18])[CH3:17])=[CH:4][CH:3]=1.B(Br)(Br)Br.O.[Cl:24]CCl. The catalyst is C(OCC)(=O)C. The product is [ClH:24].[NH2:1][C:2]1[C:10]([OH:11])=[C:9]2[C:5]([CH2:6][CH2:7][CH:8]2[CH2:13][CH2:14][NH:15][C:16](=[O:18])[CH3:17])=[CH:4][CH:3]=1. The yield is 0.900.